Dataset: Experimentally validated miRNA-target interactions with 360,000+ pairs, plus equal number of negative samples. Task: Binary Classification. Given a miRNA mature sequence and a target amino acid sequence, predict their likelihood of interaction. Result: 0 (no interaction). The protein sequence of the target gene is MEGQVVGRVFRLFQRRLLQLRAGPPQDNSGEALKEPERAQEHSLPNFAGGQHFFEYLLVVSLKKKRSEDDYEPIITYQFPKRENLLRGQQEEEERLLKAIPLFCFPDGNEWASLTEYPRETFSFVLTNVDGSRKIGYCRRLLPAGPGPRLPKVYCIISCIGCFGLFSKILDEVEKRHQISMAVIYPFMQGLREAAFPAPGKTVTLKSFIPDSGTEFISLTRPLDSHLEHVDFSSLLHCLSFEQILQIFASAVLERKIIFLAEGLSTLSQCIHAAAALLYPFSWAHTYIPVVPESLLATVC.... The miRNA is hsa-miR-34b-3p with sequence CAAUCACUAACUCCACUGCCAU.